Dataset: Catalyst prediction with 721,799 reactions and 888 catalyst types from USPTO. Task: Predict which catalyst facilitates the given reaction. (1) The catalyst class is: 280. Product: [CH2:1]([C:8]1[CH:13]=[CH:12][C:11]([CH2:14][CH:15]([O:22][CH2:23][CH3:24])[C:16]([O:18][CH:19]([CH3:21])[CH3:20])=[O:17])=[CH:10][C:9]=1[O:25][CH2:43][CH2:42][C:39]1[CH:38]=[CH:37][C:36]([O:35][S:32]([CH3:31])(=[O:33])=[O:34])=[CH:41][CH:40]=1)[C:2]1[CH:3]=[CH:4][CH:5]=[CH:6][CH:7]=1. Reactant: [CH2:1]([C:8]1[CH:13]=[CH:12][C:11]([CH2:14][CH:15]([O:22][CH2:23][CH3:24])[C:16]([O:18][CH:19]([CH3:21])[CH3:20])=[O:17])=[CH:10][C:9]=1[OH:25])[C:2]1[CH:7]=[CH:6][CH:5]=[CH:4][CH:3]=1.CC(=O)CC.[CH3:31][S:32]([O:35][C:36]1[CH:41]=[CH:40][C:39]([CH2:42][CH2:43]CS([O-])(=O)=O)=[CH:38][CH:37]=1)(=[O:34])=[O:33].C(=O)([O-])[O-].[K+].[K+]. (2) Reactant: C[O:2][C:3](=O)[C:4]1[C:9]([Cl:10])=[CH:8][C:7]([Cl:11])=[CH:6][C:5]=1[NH:12][C:13](=[O:30])[CH:14]([C:16]1[CH:21]=[CH:20][CH:19]=[C:18]([O:22][CH2:23][C:24]2[CH:29]=[CH:28][CH:27]=[CH:26][CH:25]=2)[CH:17]=1)[CH3:15].[Li+].C[Si]([N-][Si](C)(C)C)(C)C.CCCCCC. Product: [CH2:23]([O:22][C:18]1[CH:17]=[C:16]([C:14]2([CH3:15])[C:3](=[O:2])[C:4]3[C:5](=[CH:6][C:7]([Cl:11])=[CH:8][C:9]=3[Cl:10])[NH:12][C:13]2=[O:30])[CH:21]=[CH:20][CH:19]=1)[C:24]1[CH:25]=[CH:26][CH:27]=[CH:28][CH:29]=1. The catalyst class is: 25. (3) Reactant: O=C1C2C(=CC=CC=2)C(=O)[N:3]1[CH2:12][CH2:13][NH:14][C@H:15]([C:20]([O:22][C:23]([CH3:26])([CH3:25])[CH3:24])=[O:21])[C:16]([CH3:19])([CH3:18])[CH3:17].NN. Product: [NH2:3][CH2:12][CH2:13][NH:14][C@H:15]([C:20]([O:22][C:23]([CH3:26])([CH3:25])[CH3:24])=[O:21])[C:16]([CH3:18])([CH3:19])[CH3:17]. The catalyst class is: 8. (4) Reactant: S([O-])([O:4][CH2:5][CH2:6][CH2:7][O:8][C:9]1[CH:14]=[C:13]([C:15](=[O:17])[CH3:16])[CH:12]=[CH:11][C:10]=1[O:18][CH3:19])(=O)=O.[K+]. Product: [OH:4][CH2:5][CH2:6][CH2:7][O:8][C:9]1[CH:14]=[C:13]([C:15](=[O:17])[CH3:16])[CH:12]=[CH:11][C:10]=1[O:18][CH3:19]. The catalyst class is: 10. (5) Reactant: [F:1][C:2]1[CH:7]=[C:6]([F:8])[CH:5]=[C:4]([O:9][CH2:10][O:11][CH3:12])[C:3]=1[F:13].[CH2:14]([Li])CCC.CCCCCC.CI. Product: [F:1][C:2]1[CH:7]=[C:6]([F:8])[C:5]([CH3:14])=[C:4]([O:9][CH2:10][O:11][CH3:12])[C:3]=1[F:13]. The catalyst class is: 7. (6) Reactant: [NH2:1][C:2]1[C:7]([Cl:8])=[C:6]([C:9]2[CH:17]=[CH:16][C:12]3[S:13][CH:14]=[CH:15][C:11]=3[CH:10]=2)[N:5]=[C:4]([C:18]([O:20]C)=[O:19])[C:3]=1[Cl:22].O1CCCC1.O.O.[OH-].[Li+]. Product: [NH2:1][C:2]1[C:7]([Cl:8])=[C:6]([C:9]2[CH:17]=[CH:16][C:12]3[S:13][CH:14]=[CH:15][C:11]=3[CH:10]=2)[N:5]=[C:4]([C:18]([OH:20])=[O:19])[C:3]=1[Cl:22]. The catalyst class is: 5.